Dataset: Peptide-MHC class II binding affinity with 134,281 pairs from IEDB. Task: Regression. Given a peptide amino acid sequence and an MHC pseudo amino acid sequence, predict their binding affinity value. This is MHC class II binding data. The peptide sequence is STHMWFSRAVAQSIL. The MHC is DRB1_0802 with pseudo-sequence DRB1_0802. The binding affinity (normalized) is 0.863.